From a dataset of Full USPTO retrosynthesis dataset with 1.9M reactions from patents (1976-2016). Predict the reactants needed to synthesize the given product. (1) The reactants are: [F:1][C:2]1[CH:7]=[CH:6][C:5]([C@@H:8]2[CH2:10][C@H:9]2[N:11](CC=C)[CH2:12][CH2:13][CH2:14][C@H:15]([NH:25][C:26](=[O:38])[C:27]2[CH:32]=[CH:31][C:30]([N:33]3[CH:37]=[CH:36][N:35]=[N:34]3)=[CH:29][CH:28]=2)[C:16]([N:18]2[CH2:23][CH2:22][N:21]([CH3:24])[CH2:20][CH2:19]2)=[O:17])=[CH:4][CH:3]=1.CN1C(=O)CC(=O)N(C)C1=O. Given the product [CH3:24][N:21]1[CH2:22][CH2:23][N:18]([C:16](=[O:17])[C@@H:15]([NH:25][C:26](=[O:38])[C:27]2[CH:28]=[CH:29][C:30]([N:33]3[CH:37]=[CH:36][N:35]=[N:34]3)=[CH:31][CH:32]=2)[CH2:14][CH2:13][CH2:12][NH:11][C@@H:9]2[CH2:10][C@H:8]2[C:5]2[CH:4]=[CH:3][C:2]([F:1])=[CH:7][CH:6]=2)[CH2:19][CH2:20]1, predict the reactants needed to synthesize it. (2) Given the product [Br:15][C:16]1[CH:23]=[CH:22][C:19]([CH:20]2[C:26]([C:27]([O:29][CH2:30][CH3:31])=[O:28])=[C:25]([CH3:32])[N:9]([C:5]3[CH:6]=[CH:7][CH:8]=[C:3]([C:2]([F:13])([F:14])[F:1])[CH:4]=3)[C:10](=[O:11])[NH:12]2)=[CH:18][CH:17]=1, predict the reactants needed to synthesize it. The reactants are: [F:1][C:2]([F:14])([F:13])[C:3]1[CH:4]=[C:5]([NH:9][C:10]([NH2:12])=[O:11])[CH:6]=[CH:7][CH:8]=1.[Br:15][C:16]1[CH:23]=[CH:22][C:19]([CH:20]=O)=[CH:18][CH:17]=1.O=[C:25]([CH3:32])[CH2:26][C:27]([O:29][CH2:30][CH3:31])=[O:28].Cl. (3) Given the product [C:19]([O:23][C:24](=[O:25])[NH:26][CH2:27][C:28]1[O:29][C:30]([C:36]2[CH:37]=[CH:38][CH:39]=[CH:40][CH:41]=2)=[C:31]([C:33](=[O:34])[NH:18][C:16]2[CH:15]=[N:14][N:13]([CH2:12][C:10]3[O:11][C:7]([C:2](=[O:6])[CH3:1])=[CH:8][CH:9]=3)[CH:17]=2)[N:32]=1)([CH3:22])([CH3:20])[CH3:21], predict the reactants needed to synthesize it. The reactants are: [CH3:1][C:2]1([C:7]2[O:11][C:10]([CH2:12][N:13]3[CH:17]=[C:16]([NH2:18])[CH:15]=[N:14]3)=[CH:9][CH:8]=2)[O:6]CCO1.[C:19]([O:23][C:24]([NH:26][CH2:27][C:28]1[O:29][C:30]([C:36]2[CH:41]=[CH:40][CH:39]=[CH:38][CH:37]=2)=[C:31]([C:33](O)=[O:34])[N:32]=1)=[O:25])([CH3:22])([CH3:21])[CH3:20]. (4) Given the product [C:25]([O:29][C:30](=[O:50])[NH:31][CH2:32][CH:33]1[CH2:38][CH2:37][N:36]([C:39]2[CH:48]=[C:47]3[C:42]([CH:43]=[CH:44][CH:45]=[N:46]3)=[CH:41][C:40]=2[NH:49][C:22]([C:21]2[CH:20]=[N:19][N:17]3[CH:18]=[C:13]([O:12][CH2:5][C:6]4[CH:7]=[CH:8][CH:9]=[CH:10][CH:11]=4)[CH:14]=[N:15][C:16]=23)=[O:24])[CH2:35][CH2:34]1)([CH3:28])([CH3:26])[CH3:27], predict the reactants needed to synthesize it. The reactants are: S(Cl)(Cl)=O.[CH2:5]([O:12][C:13]1[CH:14]=[N:15][C:16]2[N:17]([N:19]=[CH:20][C:21]=2[C:22]([OH:24])=O)[CH:18]=1)[C:6]1[CH:11]=[CH:10][CH:9]=[CH:8][CH:7]=1.[C:25]([O:29][C:30](=[O:50])[NH:31][CH2:32][CH:33]1[CH2:38][CH2:37][N:36]([C:39]2[CH:48]=[C:47]3[C:42]([CH:43]=[CH:44][CH:45]=[N:46]3)=[CH:41][C:40]=2[NH2:49])[CH2:35][CH2:34]1)([CH3:28])([CH3:27])[CH3:26].C(N(C(C)C)CC)(C)C. (5) Given the product [CH3:1][C:2]1([CH3:20])[CH2:3][CH2:4][C:5]2[NH:6][C:7]3[C:12]4=[C:11]([C:17](=[O:18])[NH:22][N:23]=[C:13]4[C:14]=2[CH2:15]1)[CH:10]=[CH:9][CH:8]=3, predict the reactants needed to synthesize it. The reactants are: [CH3:1][C:2]1([CH3:20])[CH2:15][C:14]2[C:13](=O)[C:12]3[C:11]([C:17]([O-])=[O:18])=[CH:10][CH:9]=[CH:8][C:7]=3[NH:6][C:5]=2[CH2:4][CH2:3]1.O.[NH2:22][NH2:23].C(O)(=O)C.C([O-])(O)=O.[Na+]. (6) The reactants are: [N:1]1[CH:6]=[CH:5][CH:4]=[N:3][C:2]=1[C:7]([O-:9])=O.[Na+].Cl.N1C=CN=C1.C(=O)=O.Cl.[CH3:21][NH:22][O:23][CH3:24].Cl. Given the product [CH3:24][O:23][N:22]([CH3:21])[C:7]([C:2]1[N:1]=[CH:6][CH:5]=[CH:4][N:3]=1)=[O:9], predict the reactants needed to synthesize it. (7) Given the product [NH2:8][C@@H:9]([CH2:10][CH:11]1[CH2:16][CH2:15][CH2:14][CH2:13][CH2:12]1)[C:17]([NH:18][C@H:19]1[CH2:25][CH2:24][C@@H:23]([CH3:26])[N:22]([S:27]([C:30]2[CH:35]=[CH:34][CH:33]=[CH:32][N:31]=2)(=[O:28])=[O:29])[CH2:21][C@@H:20]1[OH:36])=[O:37], predict the reactants needed to synthesize it. The reactants are: Cl.C(OC(=O)[NH:8][C@H:9]([C:17](=[O:37])[NH:18][C@H:19]1[CH2:25][CH2:24][C@@H:23]([CH3:26])[N:22]([S:27]([C:30]2[CH:35]=[CH:34][CH:33]=[CH:32][N:31]=2)(=[O:29])=[O:28])[CH2:21][C@@H:20]1[OH:36])[CH2:10][CH:11]1[CH2:16][CH2:15][CH2:14][CH2:13][CH2:12]1)(C)(C)C. (8) Given the product [CH3:17][O:13][CH2:14][C@H:15]1[CH2:16][CH2:14][C@@H:15]2[C@@H:17]([CH2:16]2)[O:13]1, predict the reactants needed to synthesize it. The reactants are: C[Si]([N-][Si](C)(C)C)(C)C.[K+].CI.[O:13]1[CH2:17][CH2:16][CH2:15][CH2:14]1. (9) Given the product [CH3:13][C:4]1[C:3]([F:11])=[C:2]([Br:1])[CH:10]=[CH:9][C:5]=1[C:6]([OH:8])=[O:7], predict the reactants needed to synthesize it. The reactants are: [Br:1][C:2]1[CH:10]=[CH:9][C:5]([C:6]([OH:8])=[O:7])=[CH:4][C:3]=1[F:11].O.[CH3:13]O.